This data is from CYP2C9 inhibition data for predicting drug metabolism from PubChem BioAssay. The task is: Regression/Classification. Given a drug SMILES string, predict its absorption, distribution, metabolism, or excretion properties. Task type varies by dataset: regression for continuous measurements (e.g., permeability, clearance, half-life) or binary classification for categorical outcomes (e.g., BBB penetration, CYP inhibition). Dataset: cyp2c9_veith. (1) The drug is Cn1cc(-c2nc3cncnc3n(Cc3ccccc3Cl)c2=O)c2ccccc21. The result is 0 (non-inhibitor). (2) The result is 0 (non-inhibitor). The compound is COc1ccc(Cc2c(N)nc(N)nc2N)cc1. (3) The molecule is O=S(=O)(/N=C(/Nc1ccc(F)cc1F)c1ccc(Cl)cc1)c1ccccc1. The result is 0 (non-inhibitor). (4) The drug is COc1ccc2[nH]cc(CCNc3ncnc4ccc(-c5ccccc5C#N)cc34)c2c1. The result is 1 (inhibitor). (5) The compound is Cn1c(CN2CCCCC2)nc2cc(NC(=O)c3ccc(Cl)cc3)ccc21. The result is 0 (non-inhibitor).